From a dataset of Reaction yield outcomes from USPTO patents with 853,638 reactions. Predict the reaction yield, written as a fraction of the theoretical maximum amount of product (1.0 means a 100% yield; for example, 0.34 means a 34% yield). (1) The reactants are [CH2:1]1[C:9]2[C:4](=[CH:5][C:6]([NH:10][C:11]3[CH:19]=[CH:18][CH:17]=[C:13]([C:14](O)=[O:15])[C:12]=3[C:20]([OH:22])=O)=[CH:7][CH:8]=2)[CH2:3][CH2:2]1.Br.[NH2:24][C@@:25]1([CH3:33])[CH2:30][CH2:29][C:28](=[O:31])[NH:27][C:26]1=[O:32]. The catalyst is N1C=CC=CC=1. The product is [CH2:1]1[C:9]2[C:4](=[CH:5][C:6]([NH:10][C:11]3[CH:19]=[CH:18][CH:17]=[C:13]4[C:12]=3[C:20](=[O:22])[N:24]([C@@:25]3([CH3:33])[CH2:30][CH2:29][C:28](=[O:31])[NH:27][C:26]3=[O:32])[C:14]4=[O:15])=[CH:7][CH:8]=2)[CH2:3][CH2:2]1. The yield is 0.450. (2) The reactants are [NH2:1][C:2]1[CH:3]=[C:4]2[C:9](=[C:10]([Cl:12])[CH:11]=1)[N:8]=[CH:7][C:6]([C:13]#[N:14])=[C:5]2[NH:15][C:16]1[CH:21]=[CH:20][C:19]([F:22])=[C:18]([Cl:23])[CH:17]=1.[CH3:24][O:25][C:26]1[CH:33]=[CH:32][C:29]([CH:30]=O)=[CH:28][C:27]=1[O:34][CH2:35][CH2:36][N:37]1[CH2:42][CH2:41][O:40][CH2:39][CH2:38]1.[BH3-]C#N.[Na+]. The catalyst is CCO. The product is [Cl:12][C:10]1[CH:11]=[C:2]([NH:1][CH2:30][C:29]2[CH:32]=[CH:33][C:26]([O:25][CH3:24])=[C:27]([O:34][CH2:35][CH2:36][N:37]3[CH2:42][CH2:41][O:40][CH2:39][CH2:38]3)[CH:28]=2)[CH:3]=[C:4]2[C:9]=1[N:8]=[CH:7][C:6]([C:13]#[N:14])=[C:5]2[NH:15][C:16]1[CH:21]=[CH:20][C:19]([F:22])=[C:18]([Cl:23])[CH:17]=1. The yield is 0.450. (3) The reactants are N[C:2]([C:7]1[CH:12]=[CH:11][CH:10]=[C:9]([Br:13])[CH:8]=1)([CH3:6])[C:3]([OH:5])=[O:4].O1CCOCC1.[CH3:20][C:21]([O:24][C:25](O[C:25]([O:24][C:21]([CH3:23])([CH3:22])[CH3:20])=[O:26])=[O:26])([CH3:23])[CH3:22]. The catalyst is [OH-].[K+]. The product is [Br:13][C:9]1[CH:8]=[C:7]([C:2]([C:25]([O:24][C:21]([CH3:23])([CH3:22])[CH3:20])=[O:26])([CH3:6])[C:3]([OH:5])=[O:4])[CH:12]=[CH:11][CH:10]=1. The yield is 0.790. (4) The product is [NH:3]1[CH2:2][CH2:1][N:4]=[C:19]1[CH2:18][CH2:17][CH2:16][C:13]1[CH:12]=[CH:11][C:10]([NH2:9])=[CH:15][CH:14]=1. The catalyst is C1(C)C=CC=CC=1.CO.C(Cl)Cl. The reactants are [CH2:1]([NH2:4])[CH2:2][NH2:3].C[Al](C)C.[NH2:9][C:10]1[CH:15]=[CH:14][C:13]([CH2:16][CH2:17][CH2:18][C:19](OC)=O)=[CH:12][CH:11]=1.O. The yield is 0.960. (5) The reactants are Cl[C:2]1[N:7]=[CH:6][C:5]2[C:8]([N:14]3[CH2:20][C:16]4([CH2:19][O:18][CH2:17]4)[CH2:15]3)=[N:9][N:10]([CH:11]([CH3:13])[CH3:12])[C:4]=2[CH:3]=1.F[C@H]1[C@@H](OC)CC[N:24](C2N=C(N)C=CN=2)C1.C1(P(C2CCCCC2)C2C=CC=CC=2C2C(C(C)C)=CC(C(C)C)=CC=2C(C)C)CCCCC1.C(=O)([O-])[O-].[Cs+].[Cs+]. The catalyst is C1C=CC(/C=C/C(/C=C/C2C=CC=CC=2)=O)=CC=1.C1C=CC(/C=C/C(/C=C/C2C=CC=CC=2)=O)=CC=1.C1C=CC(/C=C/C(/C=C/C2C=CC=CC=2)=O)=CC=1.[Pd].[Pd].O1CCOCC1. The product is [CH:11]([N:10]1[C:4]2[CH:3]=[C:2]([NH2:24])[N:7]=[CH:6][C:5]=2[C:8]([N:14]2[CH2:20][C:16]3([CH2:19][O:18][CH2:17]3)[CH2:15]2)=[N:9]1)([CH3:13])[CH3:12]. The yield is 0.200.